This data is from Full USPTO retrosynthesis dataset with 1.9M reactions from patents (1976-2016). The task is: Predict the reactants needed to synthesize the given product. Given the product [F:11][S:10]([F:12])([F:13])([F:14])([F:15])[C:6]1[CH:5]=[C:4]([NH2:1])[CH:9]=[CH:8][CH:7]=1, predict the reactants needed to synthesize it. The reactants are: [N+:1]([C:4]1[CH:5]=[C:6]([S:10]([F:15])([F:14])([F:13])([F:12])[F:11])[CH:7]=[CH:8][CH:9]=1)([O-])=O.[H][H].